Dataset: Full USPTO retrosynthesis dataset with 1.9M reactions from patents (1976-2016). Task: Predict the reactants needed to synthesize the given product. (1) Given the product [Cl:23][C:24]1[CH:25]=[C:26]2[C:31](=[CH:32][CH:33]=1)[CH:30]=[C:29]([S:34][CH2:2][C:3]([CH3:22])([CH3:21])[C:4]([N:6]([CH:8]1[CH2:13][CH2:12][N:11]([C:14]([O:16][C:17]([CH3:20])([CH3:19])[CH3:18])=[O:15])[CH2:10][CH2:9]1)[CH3:7])=[O:5])[CH:28]=[CH:27]2, predict the reactants needed to synthesize it. The reactants are: Cl[CH2:2][C:3]([CH3:22])([CH3:21])[C:4]([N:6]([CH:8]1[CH2:13][CH2:12][N:11]([C:14]([O:16][C:17]([CH3:20])([CH3:19])[CH3:18])=[O:15])[CH2:10][CH2:9]1)[CH3:7])=[O:5].[Cl:23][C:24]1[CH:25]=[C:26]2[C:31](=[CH:32][CH:33]=1)[CH:30]=[C:29]([SH:34])[CH:28]=[CH:27]2.C[O-].[Na+]. (2) The reactants are: C(=O)([O-])[O-].[Cs+].[Cs+].[CH2:7]([O:9][CH2:10]Cl)[CH3:8].[CH2:12]([N:16]1[C:20]2[CH:21]=[C:22]([C:25]3[C:26]([C:30]4[CH:35]=[CH:34][CH:33]=[CH:32][CH:31]=4)=[N:27][NH:28][N:29]=3)[CH:23]=[CH:24][C:19]=2[N:18]=[C:17]1[NH2:36])[CH:13]([CH3:15])[CH3:14].[Cl-].[NH4+]. Given the product [CH2:7]([O:9][CH2:10][N:28]1[NH:29][C:25]([C:22]2[CH:23]=[CH:24][C:19]3[N:18]=[C:17]([NH2:36])[N:16]([CH2:12][CH:13]([CH3:15])[CH3:14])[C:20]=3[CH:21]=2)=[C:26]([C:30]2[CH:35]=[CH:34][CH:33]=[CH:32][CH:31]=2)[NH:27]1)[CH3:8], predict the reactants needed to synthesize it. (3) Given the product [NH2:34][C:33](=[N:35][C:44]([O:45][CH2:46][C:47]([CH3:49])=[CH2:48])=[O:57])[C:32]1[CH:31]=[CH:30][C:29]([NH:28][C@@H:15]([C:16]2[NH:20][C:19](=[O:21])[N:18]([C:22]3[N:23]=[CH:24][CH:25]=[CH:26][N:27]=3)[N:17]=2)[C:4]2[C:3]([F:2])=[C:8]([CH:7]=[C:6]([O:13][CH3:14])[CH:5]=2)[O:9][CH2:10][CH2:11][O:12][C:58](=[O:60])[CH3:59])=[CH:37][CH:36]=1, predict the reactants needed to synthesize it. The reactants are: Cl.[F:2][C:3]1[C:8]([O:9][CH2:10][CH2:11][OH:12])=[CH:7][C:6]([O:13][CH3:14])=[CH:5][C:4]=1[C@@H:15]([NH:28][C:29]1[CH:37]=[CH:36][C:32]([C:33]([NH2:35])=[NH:34])=[CH:31][CH:30]=1)[C:16]1[NH:20][C:19](=[O:21])[N:18]([C:22]2[N:27]=[CH:26][CH:25]=[CH:24][N:23]=2)[N:17]=1.C(=O)([O-])[O-].[K+].[K+].[C:44](=[O:57])(OC1C=CC=CC=1)[O:45][CH2:46][C:47]([CH3:49])=[CH2:48].[C:58](OC(=O)C)(=[O:60])[CH3:59].C(=O)([O-])O.[Na+]. (4) Given the product [NH:5]1[C:13]2[C:8](=[CH:9][C:10]([NH:14][S:15]([CH:18]3[CH2:23][CH2:22][NH:21][CH2:20][CH2:19]3)(=[O:17])=[O:16])=[CH:11][CH:12]=2)[CH:7]=[N:6]1, predict the reactants needed to synthesize it. The reactants are: C([O-])=O.[NH4+].[NH:5]1[C:13]2[C:8](=[CH:9][C:10]([NH:14][S:15]([CH:18]3[CH2:23][CH2:22][N:21](C(OCC4C=CC=CC=4)=O)[CH2:20][CH2:19]3)(=[O:17])=[O:16])=[CH:11][CH:12]=2)[CH:7]=[N:6]1. (5) Given the product [CH3:26][Si:27]([CH3:34])([CH3:33])[CH2:28][CH2:29][O:30][CH2:31][C:22]1[S:23][CH:24]=[CH:25][C:21]=1[S:18]([NH:17][C:14]1[O:13][N:12]=[C:11]([CH3:10])[C:15]=1[CH3:16])(=[O:19])=[O:20], predict the reactants needed to synthesize it. The reactants are: C(N(CC)C(C)C)(C)C.[CH3:10][C:11]1[C:15]([CH3:16])=[C:14]([NH:17][S:18]([C:21]2[CH:25]=[CH:24][S:23][CH:22]=2)(=[O:20])=[O:19])[O:13][N:12]=1.[CH3:26][Si:27]([CH3:34])([CH3:33])[CH2:28][CH2:29][O:30][CH2:31]Cl. (6) The reactants are: Br[C:2]1[CH:11]=[CH:10][C:5]([C:6]([O:8][CH3:9])=[O:7])=[CH:4][CH:3]=1.[CH:12]([CH2:14][C:15]([OH:17])=[O:16])=[CH2:13].C(N(CCCC)CCCC)CCC.C1(C)C=CC=CC=1P(C1C=CC=CC=1C)C1C=CC=CC=1C.Cl.[H][H].COC(=O)C1C=CC(CCCC(O)=O)=CC=1. Given the product [CH3:9][O:8][C:6](=[O:7])[C:5]1[CH:10]=[CH:11][C:2]([CH:12]([CH3:13])[CH2:14][C:15]([OH:17])=[O:16])=[CH:3][CH:4]=1, predict the reactants needed to synthesize it.